Dataset: Peptide-MHC class I binding affinity with 185,985 pairs from IEDB/IMGT. Task: Regression. Given a peptide amino acid sequence and an MHC pseudo amino acid sequence, predict their binding affinity value. This is MHC class I binding data. (1) The peptide sequence is RSYRNTTAL. The MHC is H-2-Db with pseudo-sequence H-2-Db. The binding affinity (normalized) is 0.845. (2) The peptide sequence is NSVVLSRKY. The MHC is Patr-A0301 with pseudo-sequence Patr-A0301. The binding affinity (normalized) is 0.00837. (3) The peptide sequence is YCNYSRYWY. The MHC is HLA-A23:01 with pseudo-sequence HLA-A23:01. The binding affinity (normalized) is 0.0280. (4) The peptide sequence is LPGPDTRHL. The MHC is HLA-A02:01 with pseudo-sequence HLA-A02:01. The binding affinity (normalized) is 0. (5) The peptide sequence is KVFPYALINK. The MHC is Patr-B0101 with pseudo-sequence Patr-B0101. The binding affinity (normalized) is 0. (6) The peptide sequence is VPWSKILAY. The MHC is HLA-B54:01 with pseudo-sequence HLA-B54:01. The binding affinity (normalized) is 0.419. (7) The peptide sequence is QEQMISCKF. The MHC is Mamu-B03 with pseudo-sequence Mamu-B03. The binding affinity (normalized) is 0.